From a dataset of Forward reaction prediction with 1.9M reactions from USPTO patents (1976-2016). Predict the product of the given reaction. The product is: [NH2:40][C:39]1[S:41]/[C:35](=[CH:1]\[C:3]2[CH:4]=[C:5]3[C:10](=[CH:11][CH:12]=2)[N:9]=[CH:8][C:7]([C:13]#[N:14])=[C:6]3[S:15][CH2:16][CH:17]([CH3:19])[CH3:18])/[C:36](=[O:37])[N:38]=1. Given the reactants [CH:1]([C:3]1[CH:4]=[C:5]2[C:10](=[CH:11][CH:12]=1)[N:9]=[CH:8][C:7]([C:13]#[N:14])=[C:6]2[S:15][CH2:16][CH:17]([CH3:19])[CH3:18])=O.COC1C=CC(/C=[C:35]2/[C:36]([NH:38][C:39]([S:41]/2)=[NH:40])=[O:37])=CC=1OC1CCCC1.C([O-])(=O)C.[Na+], predict the reaction product.